Dataset: Peptide-MHC class II binding affinity with 134,281 pairs from IEDB. Task: Regression. Given a peptide amino acid sequence and an MHC pseudo amino acid sequence, predict their binding affinity value. This is MHC class II binding data. The binding affinity (normalized) is 0.744. The MHC is HLA-DQA10501-DQB10201 with pseudo-sequence HLA-DQA10501-DQB10201. The peptide sequence is YVYEPFPKEVWEQIF.